Dataset: Reaction yield outcomes from USPTO patents with 853,638 reactions. Task: Predict the reaction yield, written as a fraction of the theoretical maximum amount of product (1.0 means a 100% yield; for example, 0.34 means a 34% yield). (1) The reactants are ClC(Cl)(Cl)CO[C:5](=[O:24])[NH:6][C:7]1[N:8]([C:16]2[CH:21]=[CH:20][C:19]([CH2:22][OH:23])=[CH:18][CH:17]=2)[N:9]=[C:10]([C:12]([CH3:15])([CH3:14])[CH3:13])[CH:11]=1.[CH2:27]([O:30][CH:31]1[CH2:36][CH2:35][N:34]([C:37]2[N:41]3[CH:42]=[C:43]([O:46][C@H:47]4[C:56]5[C:51](=[CH:52][CH:53]=[CH:54][CH:55]=5)[C@@H:50]([NH2:57])[CH2:49][CH2:48]4)[CH:44]=[CH:45][C:40]3=[N:39][N:38]=2)[CH2:33][CH2:32]1)[CH:28]=[CH2:29].CCN(C(C)C)C(C)C. The catalyst is O1CCOCC1. The product is [CH2:27]([O:30][CH:31]1[CH2:36][CH2:35][N:34]([C:37]2[N:41]3[CH:42]=[C:43]([O:46][C@H:47]4[C:56]5[C:51](=[CH:52][CH:53]=[CH:54][CH:55]=5)[C@@H:50]([NH:57][C:5]([NH:6][C:7]5[N:8]([C:16]6[CH:21]=[CH:20][C:19]([CH2:22][OH:23])=[CH:18][CH:17]=6)[N:9]=[C:10]([C:12]([CH3:14])([CH3:15])[CH3:13])[CH:11]=5)=[O:24])[CH2:49][CH2:48]4)[CH:44]=[CH:45][C:40]3=[N:39][N:38]=2)[CH2:33][CH2:32]1)[CH:28]=[CH2:29]. The yield is 0.650. (2) The reactants are [O:1]=[C:2]1[C:7]([CH2:8][C:9]2[CH:14]=[CH:13][C:12]([C:15]3[C:16]([C:21]#[N:22])=[CH:17][CH:18]=[CH:19][CH:20]=3)=[CH:11][CH:10]=2)=[C:6]([CH2:23][CH2:24][CH3:25])[N:5]2[N:26]=[CH:27][CH:28]=[C:4]2[N:3]1[CH:29]1[CH2:34][CH2:33][O:32][CH2:31][CH2:30]1.C([Sn](=O)CCCC)CCC.[N:45]([Si](C)(C)C)=[N+:46]=[N-:47].C1(C)C=CC=CC=1. The catalyst is C(OCC)(=O)C. The product is [CH2:23]([C:6]1[N:5]2[N:26]=[CH:27][CH:28]=[C:4]2[N:3]([CH:29]2[CH2:30][CH2:31][O:32][CH2:33][CH2:34]2)[C:2](=[O:1])[C:7]=1[CH2:8][C:9]1[CH:14]=[CH:13][C:12]([C:15]2[CH:20]=[CH:19][CH:18]=[CH:17][C:16]=2[C:21]2[NH:47][N:46]=[N:45][N:22]=2)=[CH:11][CH:10]=1)[CH2:24][CH3:25]. The yield is 0.460. (3) The catalyst is CN(C)C=O.O. The product is [F:1][C:2]1[CH:3]=[CH:4][C:5]2[O:9][CH:8]([CH2:10][O:11][CH3:15])[CH2:7][C:6]=2[CH:12]=1. The reactants are [F:1][C:2]1[CH:3]=[CH:4][C:5]2[O:9][CH:8]([CH2:10][OH:11])[CH2:7][C:6]=2[CH:12]=1.[H-].[Na+].[CH3:15]I. The yield is 0.595. (4) The reactants are [CH3:1][C:2]1[CH:8]=[CH:7][CH:6]=[C:5]([CH3:9])[C:3]=1[NH2:4].O.[F:11][C:12]([F:20])([F:19])[C:13]([C:15]([F:18])([F:17])[F:16])=[O:14]. The catalyst is C(OCC)(=O)C.O.C1(C)C=CC(S(O)(=O)=O)=CC=1. The product is [CH3:1][C:2]1[CH:8]=[C:7]([C:13]([OH:14])([C:15]([F:18])([F:17])[F:16])[C:12]([F:20])([F:19])[F:11])[CH:6]=[C:5]([CH3:9])[C:3]=1[NH2:4]. The yield is 0.780.